From a dataset of Forward reaction prediction with 1.9M reactions from USPTO patents (1976-2016). Predict the product of the given reaction. (1) The product is: [ClH:1].[ClH:1].[CH:3]([CH:16]1[CH2:17][N:18]([CH2:22][C:23]2[CH:28]=[CH:27][CH:26]=[CH:25][C:24]=2[O:29][CH3:30])[CH2:19][CH2:20][N:21]1[CH2:32][C:33](=[O:34])[NH2:35])([C:10]1[CH:11]=[CH:12][CH:13]=[CH:14][CH:15]=1)[C:4]1[CH:9]=[CH:8][CH:7]=[CH:6][CH:5]=1. Given the reactants [ClH:1].Cl.[CH:3]([CH:16]1[NH:21][CH2:20][CH2:19][N:18]([CH2:22][C:23]2[CH:28]=[CH:27][CH:26]=[CH:25][C:24]=2[O:29][CH3:30])[CH2:17]1)([C:10]1[CH:15]=[CH:14][CH:13]=[CH:12][CH:11]=1)[C:4]1[CH:9]=[CH:8][CH:7]=[CH:6][CH:5]=1.Br[CH2:32][C:33]([NH2:35])=[O:34].C(=O)([O-])[O-].[K+].[K+], predict the reaction product. (2) Given the reactants C([O:4][CH2:5][C:6]([CH3:43])([CH3:42])[CH2:7][N:8]1[C:14]2[CH:15]=[CH:16][C:17]([Cl:19])=[CH:18][C:13]=2[C@@H:12]([C:20]2[CH:25]=[CH:24][CH:23]=[C:22]([O:26][CH3:27])[C:21]=2[O:28][CH3:29])[O:11][C@H:10]([CH2:30][CH2:31][N:32]2[C:36]([C:37]([O:39]C)=[O:38])=[CH:35][CH:34]=[N:33]2)[C:9]1=[O:41])(=O)C.[OH-].[Na+].C(O)C.Cl, predict the reaction product. The product is: [Cl:19][C:17]1[CH:16]=[CH:15][C:14]2[N:8]([CH2:7][C:6]([CH3:42])([CH3:43])[CH2:5][OH:4])[C:9](=[O:41])[C@@H:10]([CH2:30][CH2:31][N:32]3[C:36]([C:37]([OH:39])=[O:38])=[CH:35][CH:34]=[N:33]3)[O:11][C@H:12]([C:20]3[CH:25]=[CH:24][CH:23]=[C:22]([O:26][CH3:27])[C:21]=3[O:28][CH3:29])[C:13]=2[CH:18]=1. (3) The product is: [C:1]([C:3]1[CH:4]=[C:5]([CH:22]([CH3:24])[CH3:23])[C:6]2[O:10][C:9]([C:11]3[CH:20]=[CH:19][C:14]([C:15]([O:17][CH3:18])=[O:16])=[CH:13][CH:12]=3)=[N:8][C:7]=2[CH:21]=1)#[N:2]. Given the reactants [C:1]([C:3]1[CH:4]=[C:5]([C:22]([CH3:24])=[CH2:23])[C:6]2[O:10][C:9]([C:11]3[CH:20]=[CH:19][C:14]([C:15]([O:17][CH3:18])=[O:16])=[CH:13][CH:12]=3)=[N:8][C:7]=2[CH:21]=1)#[N:2].[H][H], predict the reaction product. (4) Given the reactants [F:1][CH2:2][C:3]([CH2:23][F:24])([O:12][C:13]1[CH:18]=[CH:17][C:16]([C:19]([F:22])([F:21])[F:20])=[CH:15][CH:14]=1)[C:4]#[C:5][C:6]([NH:8][CH2:9][CH2:10][CH3:11])=[O:7], predict the reaction product. The product is: [F:1][CH2:2][C:3]1([CH2:23][F:24])[CH:4]=[C:5]([C:6]([NH:8][CH2:9][CH2:10][CH3:11])=[O:7])[C:18]2[CH:17]=[C:16]([C:19]([F:20])([F:21])[F:22])[CH:15]=[CH:14][C:13]=2[O:12]1. (5) Given the reactants [CH3:1][C:2]1[NH:3][CH:4]=[C:5]([C:7]#[C:8][C:9]2[CH:10]=[C:11]([CH:14]=[CH:15][CH:16]=2)[C:12]#[N:13])[N:6]=1.[F:17][C:18]1[CH:19]=[N:20][CH:21]=[C:22](F)[CH:23]=1, predict the reaction product. The product is: [F:17][C:18]1[CH:23]=[C:22]([N:3]2[CH:4]=[C:5]([C:7]#[C:8][C:9]3[CH:10]=[C:11]([CH:14]=[CH:15][CH:16]=3)[C:12]#[N:13])[N:6]=[C:2]2[CH3:1])[CH:21]=[N:20][CH:19]=1.